Dataset: Catalyst prediction with 721,799 reactions and 888 catalyst types from USPTO. Task: Predict which catalyst facilitates the given reaction. (1) Reactant: C[O:2][C:3](=[O:23])[C@H:4]([CH2:13][S:14][C:15]1[CH:20]=[CH:19][C:18]([Br:21])=[CH:17][C:16]=1[NH2:22])[NH:5][C:6]([O:8][C:9]([CH3:12])([CH3:11])[CH3:10])=[O:7].[OH-].[Na+]. Product: [NH2:22][C:16]1[CH:17]=[C:18]([Br:21])[CH:19]=[CH:20][C:15]=1[S:14][CH2:13][C@@H:4]([NH:5][C:6]([O:8][C:9]([CH3:12])([CH3:11])[CH3:10])=[O:7])[C:3]([OH:23])=[O:2]. The catalyst class is: 237. (2) Reactant: Cl[CH2:2][C:3]#[C:4][CH2:5][O:6][C:7]1[CH:16]=[C:15]2[C:10]([CH2:11][CH2:12][C:13](=[O:17])[NH:14]2)=[CH:9][CH:8]=1.[Na+].[I-].Cl.[Cl:21][C:22]1[C:27]([Cl:28])=[CH:26][CH:25]=[CH:24][C:23]=1[N:29]1[CH2:34][CH2:33][NH:32][CH2:31][CH2:30]1.C([O-])([O-])=O.[K+].[K+]. Product: [Cl:21][C:22]1[C:27]([Cl:28])=[CH:26][CH:25]=[CH:24][C:23]=1[N:29]1[CH2:34][CH2:33][N:32]([CH2:2][C:3]#[C:4][CH2:5][O:6][C:7]2[CH:16]=[C:15]3[C:10]([CH2:11][CH2:12][C:13](=[O:17])[NH:14]3)=[CH:9][CH:8]=2)[CH2:31][CH2:30]1. The catalyst class is: 23. (3) Reactant: C([O:8][C:9]1[CH:10]=[C:11]([C:19]2[NH:27][C:22]3=[N:23][CH:24]=[CH:25][CH:26]=[C:21]3[N:20]=2)[CH:12]=[C:13]([O:15][CH:16]([CH3:18])[CH3:17])[CH:14]=1)C1C=CC=CC=1.[H][H].CN(C=O)C. Product: [N:20]1[C:21]2[C:22](=[N:23][CH:24]=[CH:25][CH:26]=2)[NH:27][C:19]=1[C:11]1[CH:10]=[C:9]([OH:8])[CH:14]=[C:13]([O:15][CH:16]([CH3:17])[CH3:18])[CH:12]=1. The catalyst class is: 582. (4) Reactant: [F:1][C:2]([F:7])([F:6])[CH:3]([OH:5])[CH3:4].C[Si]([N-][Si](C)(C)C)(C)C.[Na+].Cl[C:19]1[CH:28]=[C:27]([C:29]([F:32])([F:31])[F:30])[C:22]([C:23]([O:25]C)=[O:24])=[CH:21][N:20]=1. Product: [F:32][C:29]([F:30])([F:31])[C:27]1[C:22]([C:23]([OH:25])=[O:24])=[CH:21][N:20]=[C:19]([O:5][CH:3]([CH3:4])[C:2]([F:7])([F:6])[F:1])[CH:28]=1. The catalyst class is: 49. (5) Reactant: [CH3:1][O:2][C:3]1[CH:8]=[CH:7][C:6]([S:9]([NH:12][C:13]2[CH:18]=[CH:17][CH:16]=[CH:15][C:14]=2/[CH:19]=[CH:20]/[C:21]2[CH:26]=[CH:25][N:24]=[CH:23][CH:22]=2)(=[O:11])=[O:10])=[CH:5][CH:4]=1.[C:27](Cl)(=[O:35])[O:28][C:29]1[CH:34]=[CH:33][CH:32]=[CH:31][CH:30]=1.C(N(CC)CC)C. Product: [O:28]([C:27]([N:12]([C:13]1[CH:18]=[CH:17][CH:16]=[CH:15][C:14]=1/[CH:19]=[CH:20]/[C:21]1[CH:26]=[CH:25][N:24]=[CH:23][CH:22]=1)[S:9]([C:6]1[CH:5]=[CH:4][C:3]([O:2][CH3:1])=[CH:8][CH:7]=1)(=[O:11])=[O:10])=[O:35])[C:29]1[CH:34]=[CH:33][CH:32]=[CH:31][CH:30]=1. The catalyst class is: 22.